This data is from Catalyst prediction with 721,799 reactions and 888 catalyst types from USPTO. The task is: Predict which catalyst facilitates the given reaction. (1) Reactant: [C:1]([O:5][C:6]([N:8]1[CH2:12][CH:11]([OH:13])[CH:10]2[N:14]([C:17]([O:19][CH2:20][C:21]3[CH:26]=[CH:25][CH:24]=[CH:23][CH:22]=3)=[O:18])[CH2:15][CH2:16][CH:9]12)=[O:7])([CH3:4])([CH3:3])[CH3:2].C1C=CC(P(C2C=CC=CC=2)C2C=CC=CC=2)=CC=1.[N+:46]([C:49]1[CH:57]=[CH:56][C:52]([C:53](O)=[O:54])=[CH:51][CH:50]=1)([O-:48])=[O:47].CC(OC(/N=N/C(OC(C)C)=O)=O)C. Product: [C:1]([O:5][C:6]([N:8]1[CH2:12][CH:11]([O:13][C:53](=[O:54])[C:52]2[CH:51]=[CH:50][C:49]([N+:46]([O-:48])=[O:47])=[CH:57][CH:56]=2)[CH:10]2[N:14]([C:17]([O:19][CH2:20][C:21]3[CH:26]=[CH:25][CH:24]=[CH:23][CH:22]=3)=[O:18])[CH2:15][CH2:16][CH:9]12)=[O:7])([CH3:4])([CH3:2])[CH3:3]. The catalyst class is: 48. (2) Reactant: C(OC([N:8]1[C:16]2[C:11](=[CH:12][CH:13]=[CH:14][CH:15]=2)[CH:10]=[C:9]1[C:17]1[CH:22]=[CH:21][C:20]([Cl:23])=[C:19]([S:24](=[O:33])(=[O:32])[NH:25][CH:26]2[CH2:31][CH2:30][CH2:29][CH2:28][CH2:27]2)[CH:18]=1)=O)(C)(C)C. Product: [Cl:23][C:20]1[CH:21]=[CH:22][C:17]([C:9]2[NH:8][C:16]3[C:11]([CH:10]=2)=[CH:12][CH:13]=[CH:14][CH:15]=3)=[CH:18][C:19]=1[S:24]([NH:25][CH:26]1[CH2:31][CH2:30][CH2:29][CH2:28][CH2:27]1)(=[O:33])=[O:32]. The catalyst class is: 4.